From a dataset of Reaction yield outcomes from USPTO patents with 853,638 reactions. Predict the reaction yield, written as a fraction of the theoretical maximum amount of product (1.0 means a 100% yield; for example, 0.34 means a 34% yield). (1) The reactants are C([O:8][C:9]1[CH:38]=[CH:37][CH:36]=[CH:35][C:10]=1[O:11][CH:12]1[CH2:17][CH2:16][N:15]([C:18](=[O:34])[CH2:19][NH:20][C:21]([C:23]2[CH:27]=[C:26]([C:28]3[CH:33]=[CH:32][CH:31]=[CH:30][CH:29]=3)[NH:25][N:24]=2)=[O:22])[CH2:14][CH2:13]1)C1C=CC=CC=1.C1(C2NN=C(C(NCC(O)=O)=O)C=2)C=CC=CC=1.Cl.C(OOC1C=CC=CC=1NC1CCNCC1)C1C=CC=CC=1.Cl.ClC1C=CC=CC=1OC1CCNCC1. The catalyst is CO.O.[Pd]. The product is [OH:8][C:9]1[CH:38]=[CH:37][CH:36]=[CH:35][C:10]=1[O:11][CH:12]1[CH2:13][CH2:14][N:15]([C:18](=[O:34])[CH2:19][NH:20][C:21]([C:23]2[CH:27]=[C:26]([C:28]3[CH:29]=[CH:30][CH:31]=[CH:32][CH:33]=3)[NH:25][N:24]=2)=[O:22])[CH2:16][CH2:17]1. The yield is 0.715. (2) The reactants are [H-].[Na+].[CH3:3]I.[CH:5]12[CH2:11][CH:8]([CH2:9][CH2:10]1)[CH2:7][CH:6]2[C:12]1[CH:17]=[CH:16][CH:15]=[CH:14][C:13]=1[NH:18][C:19]([C:21]1[C:22]([CH:27]([F:29])[F:28])=[N:23][N:24]([CH3:26])[CH:25]=1)=[S:20].O. The catalyst is CN(C)C=O.C1CCCCC1.C(OCC)(=O)C. The product is [CH:5]12[CH2:11][CH:8]([CH2:9][CH2:10]1)[CH2:7][CH:6]2[C:12]1[CH:17]=[CH:16][CH:15]=[CH:14][C:13]=1[N:18]=[C:19]([C:21]1[C:22]([CH:27]([F:29])[F:28])=[N:23][N:24]([CH3:26])[CH:25]=1)[S:20][CH3:3]. The yield is 0.670. (3) The reactants are I[C:2]1[CH:8]=[CH:7][C:5]([NH2:6])=[CH:4][CH:3]=1.[C:9]([O:13][C:14]([N:16]1[CH2:21][CH2:20][NH:19][C:18](=[O:22])[CH2:17]1)=[O:15])([CH3:12])([CH3:11])[CH3:10].C([O-])([O-])=O.[K+].[K+]. The catalyst is O1CCOCC1.[Cu]I. The product is [C:9]([O:13][C:14]([N:16]1[CH2:21][CH2:20][N:19]([C:2]2[CH:8]=[CH:7][C:5]([NH2:6])=[CH:4][CH:3]=2)[C:18](=[O:22])[CH2:17]1)=[O:15])([CH3:12])([CH3:10])[CH3:11]. The yield is 0.870.